From a dataset of Catalyst prediction with 721,799 reactions and 888 catalyst types from USPTO. Predict which catalyst facilitates the given reaction. (1) Reactant: [Cl:1][C:2]1[CH:3]=[CH:4][C:5]2[O:10][CH2:9][CH:8]([CH2:11][OH:12])[O:7][C:6]=2[CH:13]=1.[C:14]1([CH3:24])[CH:19]=[CH:18][C:17]([S:20](Cl)(=[O:22])=[O:21])=[CH:16][CH:15]=1.O.CCOC(C)=O. Product: [CH3:24][C:14]1[CH:19]=[CH:18][C:17]([S:20]([O:12][CH2:11][CH:8]2[O:7][C:6]3[CH:13]=[C:2]([Cl:1])[CH:3]=[CH:4][C:5]=3[O:10][CH2:9]2)(=[O:22])=[O:21])=[CH:16][CH:15]=1. The catalyst class is: 64. (2) Reactant: F[P-](F)(F)(F)(F)F.N1(OC(N(C)C)=[N+](C)C)[C:12]2N=CC=[CH:16][C:11]=2[N:10]=N1.[NH2:25][C:26]1[N:27]=[C:28]([C:38]2[CH:43]=[C:42]([O:44][CH2:45][C:46]3[CH:51]=[CH:50][CH:49]=[CH:48][CH:47]=3)[C:41]([Cl:52])=[CH:40][C:39]=2[Cl:53])[C:29]2[CH:34]=[C:33]([C:35]([OH:37])=O)[S:32][C:30]=2[N:31]=1.C(N)(C)C. Product: [CH:11]([NH:10][C:35]([C:33]1[S:32][C:30]2[N:31]=[C:26]([NH2:25])[N:27]=[C:28]([C:38]3[CH:43]=[C:42]([O:44][CH2:45][C:46]4[CH:47]=[CH:48][CH:49]=[CH:50][CH:51]=4)[C:41]([Cl:52])=[CH:40][C:39]=3[Cl:53])[C:29]=2[CH:34]=1)=[O:37])([CH3:16])[CH3:12]. The catalyst class is: 3. (3) Reactant: [CH3:1][O:2][C:3]1[CH:12]=[CH:11][C:10]2[NH:9][C:8](=[O:13])[C:7]3[S:14][CH:15]=[CH:16][C:6]=3[C:5]=2[C:4]=1[C:17]1[CH:22]=[CH:21][C:20]([C@H:23]([NH:26][C:27](=[O:33])[O:28][C:29]([CH3:32])([CH3:31])[CH3:30])[CH2:24][CH3:25])=[CH:19][CH:18]=1.[Cl:34]N1C(=O)CCC1=O. Product: [Cl:34][C:11]1[C:10]2[NH:9][C:8](=[O:13])[C:7]3[S:14][CH:15]=[CH:16][C:6]=3[C:5]=2[C:4]([C:17]2[CH:22]=[CH:21][C:20]([C@H:23]([NH:26][C:27](=[O:33])[O:28][C:29]([CH3:32])([CH3:31])[CH3:30])[CH2:24][CH3:25])=[CH:19][CH:18]=2)=[C:3]([O:2][CH3:1])[CH:12]=1. The catalyst class is: 3. (4) The catalyst class is: 7. Product: [Br:8][C:9]1[CH:10]=[CH:11][C:12]([C:15]2[CH:20]=[CH:19][C:18]([CH2:21][C:6](=[O:5])[CH3:7])=[CH:17][CH:16]=2)=[CH:13][CH:14]=1. Reactant: C[Li].C([O:5][CH2:6][CH3:7])C.[Br:8][C:9]1[CH:14]=[CH:13][C:12]([C:15]2[CH:20]=[CH:19][C:18]([CH2:21]C(N(OC)C)=O)=[CH:17][CH:16]=2)=[CH:11][CH:10]=1.O. (5) Reactant: [NH2:1][C:2]1[C:7]([Cl:8])=[C:6]([O:9][CH2:10][CH:11]([O:14][CH3:15])[O:12][CH3:13])[CH:5]=[CH:4][C:3]=1[C:16](=[O:18])[CH3:17].[CH:19]([C:22]1[S:23][CH:24]=[C:25]([C:27](O)=[O:28])[N:26]=1)([CH3:21])[CH3:20].O=P(Cl)(Cl)Cl. Product: [C:16]([C:3]1[C:2]([NH:1][C:27]([C:25]2[N:26]=[C:22]([CH:19]([CH3:21])[CH3:20])[S:23][CH:24]=2)=[O:28])=[C:7]([Cl:8])[C:6]([O:9][CH2:10][CH:11]([O:12][CH3:13])[O:14][CH3:15])=[CH:5][CH:4]=1)(=[O:18])[CH3:17]. The catalyst class is: 17. (6) Reactant: [CH:1]1[C:13]2[CH:12]([CH2:14][O:15][C:16]([NH:18][CH:19]([CH:23]([C:25]3[C:33]4[C:28](=[CH:29][CH:30]=[CH:31][CH:32]=4)[NH:27][CH:26]=3)[CH3:24])[C:20]([OH:22])=[O:21])=[O:17])[C:11]3[C:6](=[CH:7][CH:8]=[CH:9][CH:10]=3)[C:5]=2[CH:4]=[CH:3][CH:2]=1.[CH3:34][O:35][C:36]1[CH:43]=[CH:42][C:39]([CH2:40]Cl)=[CH:38][CH:37]=1.C(=O)([O-])[O-].[K+].[K+]. Product: [CH:1]1[C:13]2[CH:12]([CH2:14][O:15][C:16]([NH:18][C@H:19]([C@H:23]([C:25]3[C:33]4[C:28](=[CH:29][CH:30]=[CH:31][CH:32]=4)[NH:27][CH:26]=3)[CH3:24])[C:20]([O:22][CH2:40][C:39]3[CH:42]=[CH:43][C:36]([O:35][CH3:34])=[CH:37][CH:38]=3)=[O:21])=[O:17])[C:11]3[C:6](=[CH:7][CH:8]=[CH:9][CH:10]=3)[C:5]=2[CH:4]=[CH:3][CH:2]=1. The catalyst class is: 39. (7) Reactant: [C:1]([O:5][C:6](=[O:29])[NH:7][C@H:8]1[CH2:16][CH2:15][CH2:14][C@H:13]([CH2:17][CH2:18][OH:19])[C@@H:12]([O:20][C:21]2[CH:26]=[CH:25][CH:24]=[CH:23][CH:22]=2)[C@H:11]([CH3:27])[O:10][C:9]1=[O:28])([CH3:4])([CH3:3])[CH3:2].CC(OI1(OC(C)=O)(OC(C)=O)OC(=O)C2C=CC=CC1=2)=O. Product: [C:1]([O:5][C:6](=[O:29])[NH:7][C@H:8]1[CH2:16][CH2:15][CH2:14][C@H:13]([CH2:17][CH:18]=[O:19])[C@@H:12]([O:20][C:21]2[CH:22]=[CH:23][CH:24]=[CH:25][CH:26]=2)[C@H:11]([CH3:27])[O:10][C:9]1=[O:28])([CH3:3])([CH3:2])[CH3:4]. The catalyst class is: 2. (8) Reactant: [B:10]1([B:10]2[O:14][C:13]([CH3:16])([CH3:15])[C:12]([CH3:18])([CH3:17])[O:11]2)[O:14][C:13]([CH3:16])([CH3:15])[C:12]([CH3:18])([CH3:17])[O:11]1.C([O-])(=O)C.[K+].Br[C:25]1[CH:26]=[C:27]([NH:34][C:35]2[N:40]=[C:39]([C:41]([F:44])([F:43])[F:42])[CH:38]=[CH:37][N:36]=2)[CH:28]=[C:29]([CH:31]([F:33])[F:32])[CH:30]=1. Product: [F:33][CH:31]([F:32])[C:29]1[CH:28]=[C:27]([NH:34][C:35]2[N:40]=[C:39]([C:41]([F:44])([F:43])[F:42])[CH:38]=[CH:37][N:36]=2)[CH:26]=[C:25]([B:10]2[O:11][C:12]([CH3:17])([CH3:18])[C:13]([CH3:15])([CH3:16])[O:14]2)[CH:30]=1. The catalyst class is: 12.